The task is: Predict the product of the given reaction.. This data is from Forward reaction prediction with 1.9M reactions from USPTO patents (1976-2016). (1) Given the reactants Cl[CH2:2][CH2:3][CH2:4][N:5]1[CH2:9][CH2:8][CH2:7][CH2:6]1.NC(N)=[S:12].[OH-].[Na+], predict the reaction product. The product is: [N:5]1([CH2:4][CH2:3][CH2:2][SH:12])[CH2:9][CH2:8][CH2:7][CH2:6]1. (2) The product is: [NH2:8][C:5]1[CH:6]=[CH:7][C:2]([N:11]2[CH2:16][CH2:15][CH2:14][CH:13]([NH:17][C:18](=[O:24])[O:19][C:20]([CH3:22])([CH3:21])[CH3:23])[CH2:12]2)=[N:3][CH:4]=1. Given the reactants Cl[C:2]1[CH:7]=[CH:6][C:5]([N+:8]([O-])=O)=[CH:4][N:3]=1.[NH:11]1[CH2:16][CH2:15][CH2:14][CH:13]([NH:17][C:18](=[O:24])[O:19][C:20]([CH3:23])([CH3:22])[CH3:21])[CH2:12]1.C(N(CC)CC)C, predict the reaction product. (3) Given the reactants C([NH:8][C:9]1[CH:14]=[C:13]([O:15][CH3:16])[C:12]([CH3:17])=[C:11]([F:18])[CH:10]=1)C1C=CC=CC=1.[H][H], predict the reaction product. The product is: [F:18][C:11]1[CH:10]=[C:9]([CH:14]=[C:13]([O:15][CH3:16])[C:12]=1[CH3:17])[NH2:8]. (4) Given the reactants [CH2:1]([C@H:5]1[CH2:10][CH2:9][C@H:8]([CH2:11][O:12][C:13]2[CH:18]=[CH:17][CH:16]=[C:15]([F:19])[C:14]=2[F:20])[CH2:7][CH2:6]1)[CH2:2][CH:3]=[CH2:4].C([Li])(CC)C.B(OC)(OC)[O:27]C.OO.Cl, predict the reaction product. The product is: [CH2:1]([C@H:5]1[CH2:10][CH2:9][C@H:8]([CH2:11][O:12][C:13]2[CH:18]=[CH:17][C:16]([OH:27])=[C:15]([F:19])[C:14]=2[F:20])[CH2:7][CH2:6]1)[CH2:2][CH:3]=[CH2:4]. (5) Given the reactants Br[C:2]1[CH:3]=[C:4]2[C:9](=[N:10][C:11]=1[CH:12]([O:15][CH3:16])[O:13][CH3:14])[NH:8][CH2:7][CH2:6][CH2:5]2.[CH3:17][CH:18]1[CH2:22][CH2:21][NH:20][C:19]1=[O:23].[O-]P([O-])([O-])=O.[K+].[K+].[K+].N[C@@H]1CCCC[C@H]1N, predict the reaction product. The product is: [CH3:14][O:13][CH:12]([O:15][CH3:16])[C:11]1[C:2]([N:20]2[CH2:21][CH2:22][CH:18]([CH3:17])[C:19]2=[O:23])=[CH:3][C:4]2[CH2:5][CH2:6][CH2:7][NH:8][C:9]=2[N:10]=1. (6) Given the reactants O.[F:2][C:3]1[CH:8]=[CH:7][C:6]([CH2:9][C:10]([OH:12])=O)=[CH:5][CH:4]=1.CN(C)C=O.C(Cl)(=O)C([Cl:21])=O, predict the reaction product. The product is: [F:2][C:3]1[CH:8]=[CH:7][C:6]([CH2:9][C:10]([Cl:21])=[O:12])=[CH:5][CH:4]=1.